Dataset: Forward reaction prediction with 1.9M reactions from USPTO patents (1976-2016). Task: Predict the product of the given reaction. (1) Given the reactants [C:1]([O:5][C:6]([N:8]1[CH2:12][CH2:11][C@@H:10]([OH:13])[C@H:9]1[C:14]([OH:16])=O)=[O:7])([CH3:4])([CH3:3])[CH3:2].Cl.[F:18][C:19]1[CH:20]=[C:21]([C:29]2[N:34]=[CH:33][N:32]=[C:31]([CH2:35][NH2:36])[CH:30]=2)[CH:22]=[CH:23][C:24]=1[C:25]([F:28])([F:27])[F:26].CN(C(ON1N=NC2C=CC=NC1=2)=[N+](C)C)C.F[P-](F)(F)(F)(F)F.CCN(C(C)C)C(C)C, predict the reaction product. The product is: [F:18][C:19]1[CH:20]=[C:21]([C:29]2[N:34]=[CH:33][N:32]=[C:31]([CH2:35][NH:36][C:14]([C@@H:9]3[C@H:10]([OH:13])[CH2:11][CH2:12][N:8]3[C:6]([O:5][C:1]([CH3:2])([CH3:3])[CH3:4])=[O:7])=[O:16])[CH:30]=2)[CH:22]=[CH:23][C:24]=1[C:25]([F:27])([F:26])[F:28]. (2) Given the reactants [CH2:1]([O:3][C:4](=[O:19])[NH:5][C@@H:6]([C:9]1[CH:14]=[CH:13][CH:12]=[C:11]([C:15]([F:18])([F:17])[F:16])[CH:10]=1)[CH2:7][NH2:8])[CH3:2].[CH:20](=O)[C:21]1[CH:26]=[CH:25][C:24]([O:27][CH3:28])=[CH:23][CH:22]=1.[BH4-].[Na+], predict the reaction product. The product is: [CH2:1]([O:3][C:4](=[O:19])[NH:5][C@@H:6]([C:9]1[CH:14]=[CH:13][CH:12]=[C:11]([C:15]([F:16])([F:18])[F:17])[CH:10]=1)[CH2:7][NH:8][CH2:20][C:21]1[CH:26]=[CH:25][C:24]([O:27][CH3:28])=[CH:23][CH:22]=1)[CH3:2]. (3) Given the reactants [CH2:1]([OH:4])[CH2:2][OH:3].[H-].[Na+].[C:7]([C:9]1[CH:10]=[C:11]([CH:14]=[CH:15][CH:16]=1)[CH2:12]Br)#[N:8], predict the reaction product. The product is: [OH:3][CH2:2][CH2:1][O:4][CH2:12][C:11]1[CH:10]=[C:9]([CH:16]=[CH:15][CH:14]=1)[C:7]#[N:8]. (4) Given the reactants [CH3:1][C:2]1[CH:7]=[CH:6][CH:5]=[CH:4][C:3]=1[OH:8].[H-].[Na+].[C:11]([O:15][C:16]([N:18]1[CH2:23][CH2:22][C:21]([C:30]#[N:31])([CH2:24]OS(C)(=O)=O)[CH2:20][CH2:19]1)=[O:17])([CH3:14])([CH3:13])[CH3:12].O, predict the reaction product. The product is: [C:11]([O:15][C:16]([N:18]1[CH2:23][CH2:22][C:21]([C:30]#[N:31])([CH2:24][O:8][C:3]2[CH:4]=[CH:5][CH:6]=[CH:7][C:2]=2[CH3:1])[CH2:20][CH2:19]1)=[O:17])([CH3:14])([CH3:12])[CH3:13]. (5) Given the reactants C[O:2][CH2:3][C@H:4]([CH3:34])[O:5][C:6]1[CH:7]=[C:8]([CH:20]=[C:21]([C:23]2[NH:24][C:25]([C:28]3[O:29][C:30]([CH3:33])=[N:31][N:32]=3)=[CH:26][CH:27]=2)[CH:22]=1)[O:9][C:10]1[CH:15]=[N:14][C:13]([S:16]([CH3:19])(=[O:18])=[O:17])=[CH:12][N:11]=1.B(Br)(Br)Br.C(=O)([O-])O.[Na+], predict the reaction product. The product is: [CH3:33][C:30]1[O:29][C:28]([C:25]2[NH:24][C:23]([C:21]3[CH:22]=[C:6]([CH:7]=[C:8]([O:9][C:10]4[CH:15]=[N:14][C:13]([S:16]([CH3:19])(=[O:17])=[O:18])=[CH:12][N:11]=4)[CH:20]=3)[O:5][C@@H:4]([CH3:34])[CH2:3][OH:2])=[CH:27][CH:26]=2)=[N:32][N:31]=1. (6) Given the reactants C(=O)([O-])[O-].[Cs+].[Cs+].[CH2:7]([C:9]1[CH:10]=[C:11]([C:16]([C:18]2[CH:23]=[CH:22][CH:21]=[CH:20][CH:19]=2)=[O:17])[C:12]([OH:15])=[N:13][CH:14]=1)[CH3:8].[CH2:24]([O:26][C:27](=[O:47])[CH2:28][S:29][C:30]1[CH:35]=[CH:34][C:33]([O:36][CH2:37][CH2:38][C@@H:39]([O:41]S(C)(=O)=O)[CH3:40])=[CH:32][C:31]=1[CH3:46])[CH3:25].C(OC(=O)C)C, predict the reaction product. The product is: [CH2:24]([O:26][C:27](=[O:47])[CH2:28][S:29][C:30]1[CH:35]=[CH:34][C:33]([O:36][CH2:37][CH2:38][CH:39]([O:15][C:12]2[C:11]([C:16](=[O:17])[C:18]3[CH:23]=[CH:22][CH:21]=[CH:20][CH:19]=3)=[CH:10][C:9]([CH2:7][CH3:8])=[CH:14][N:13]=2)[CH3:40])=[CH:32][C:31]=1[CH3:46])[CH3:25].[C:16]([C:11]1[C:12]([O:41][CH:39]([CH3:40])[CH2:38][CH2:37][O:36][C:33]2[CH:34]=[CH:35][C:30]([S:29][CH2:28][C:27]([OH:26])=[O:47])=[C:31]([CH3:46])[CH:32]=2)=[N:13][CH:14]=[C:9]([CH2:7][CH3:8])[CH:10]=1)(=[O:17])[C:18]1[CH:19]=[CH:20][CH:21]=[CH:22][CH:23]=1. (7) Given the reactants [Br:1][C:2]1[S:12][C:5]2[NH:6][C:7]([C:9]([OH:11])=O)=[CH:8][C:4]=2[CH:3]=1.Cl.[NH2:14][C@@H:15]([CH2:23][C:24]1[CH:29]=[CH:28][CH:27]=[CH:26][CH:25]=1)[C:16]([N:18]1[CH2:21][CH:20]([OH:22])[CH2:19]1)=[O:17], predict the reaction product. The product is: [CH2:23]([C@H:15]([NH:14][C:9]([C:7]1[NH:6][C:5]2[S:12][C:2]([Br:1])=[CH:3][C:4]=2[CH:8]=1)=[O:11])[C:16]([N:18]1[CH2:21][CH:20]([OH:22])[CH2:19]1)=[O:17])[C:24]1[CH:29]=[CH:28][CH:27]=[CH:26][CH:25]=1.